From a dataset of TCR-epitope binding with 47,182 pairs between 192 epitopes and 23,139 TCRs. Binary Classification. Given a T-cell receptor sequence (or CDR3 region) and an epitope sequence, predict whether binding occurs between them. (1) The epitope is FLNGSCGSV. The TCR CDR3 sequence is CASSQGLYEQYF. Result: 1 (the TCR binds to the epitope). (2) The epitope is NQKLIANQF. The TCR CDR3 sequence is CASSLEDTVYGYTF. Result: 1 (the TCR binds to the epitope). (3) The epitope is FVDGVPFVV. The TCR CDR3 sequence is CASSSQGWDYGYTF. Result: 1 (the TCR binds to the epitope). (4) The epitope is KLSALGINAV. The TCR CDR3 sequence is CASALSWEGLAESYEQYF. Result: 1 (the TCR binds to the epitope).